This data is from Forward reaction prediction with 1.9M reactions from USPTO patents (1976-2016). The task is: Predict the product of the given reaction. (1) Given the reactants [CH2:1]([O:8][C@H:9]1[C@H:16]([O:17][CH2:18][C:19]2[CH:24]=[CH:23][CH:22]=[CH:21][CH:20]=2)[C@@H:15]([CH2:25][O:26][Si:27]([C:30]([CH3:33])([CH3:32])[CH3:31])([CH3:29])[CH3:28])[O:14][C@:10]1([OH:13])[CH2:11][OH:12])[C:2]1[CH:7]=[CH:6][CH:5]=[CH:4][CH:3]=1.[C:34]1([CH3:44])[CH:39]=[CH:38][C:37]([S:40](Cl)(=[O:42])=[O:41])=[CH:36][CH:35]=1, predict the reaction product. The product is: [S:40]([O:12][CH2:11][C@:10]1([O:14][C@H:15]([CH2:25][O:26][Si:27]([C:30]([CH3:33])([CH3:32])[CH3:31])([CH3:28])[CH3:29])[C@@H:16]([O:17][CH2:18][C:19]2[CH:24]=[CH:23][CH:22]=[CH:21][CH:20]=2)[C@@H:9]1[O:8][CH2:1][C:2]1[CH:3]=[CH:4][CH:5]=[CH:6][CH:7]=1)[OH:13])([C:37]1[CH:38]=[CH:39][C:34]([CH3:44])=[CH:35][CH:36]=1)(=[O:42])=[O:41]. (2) Given the reactants [C:1]1([C:25]2[CH:30]=[CH:29][CH:28]=CC=2)[CH:6]=[CH:5][C:4]([S:7]([N:10]2[CH2:15][CH2:14]C(C3SC(C(OC)=O)=CN=3)[CH2:12][CH2:11]2)(=[O:9])=[O:8])=[CH:3][CH:2]=1.[NH2:31]O.O1CCOCC1.[OH-].[Na+], predict the reaction product. The product is: [CH:3]1[C:2]2[C:1](=[CH:25][CH:30]=[CH:29][CH:28]=2)[CH:6]=[CH:5][C:4]=1[S:7]([N:10]1[CH2:11][CH2:12][NH:31][CH2:14][CH2:15]1)(=[O:8])=[O:9].